From a dataset of Reaction yield outcomes from USPTO patents with 853,638 reactions. Predict the reaction yield, written as a fraction of the theoretical maximum amount of product (1.0 means a 100% yield; for example, 0.34 means a 34% yield). (1) The reactants are [O:1]1[CH2:5][CH2:4][O:3][CH:2]1[C:6]1[CH:13]=[CH:12][C:9]([C:10]#[N:11])=[CH:8][CH:7]=1.[SH2:14]. The catalyst is N1C=CC=CC=1.O. The product is [O:1]1[CH2:5][CH2:4][O:3][CH:2]1[C:6]1[CH:13]=[CH:12][C:9]([C:10](=[S:14])[NH2:11])=[CH:8][CH:7]=1. The yield is 8.60. (2) The reactants are Cl[C:2]1[N:7]=[C:6]([CH:8]2[CH2:10][CH2:9]2)[C:5]([C:11]#[N:12])=[CH:4][N:3]=1.Cl.[NH2:14][C@H:15]([C:17]1[C:18](=[O:28])[NH:19][C:20]2[C:25]([CH:26]=1)=[CH:24][C:23]([Cl:27])=[CH:22][CH:21]=2)[CH3:16].CCN(C(C)C)C(C)C. The catalyst is CS(C)=O. The product is [Cl:27][C:23]1[CH:24]=[C:25]2[C:20](=[CH:21][CH:22]=1)[NH:19][C:18](=[O:28])[C:17]([C@@H:15]([NH:14][C:2]1[N:7]=[C:6]([CH:8]3[CH2:10][CH2:9]3)[C:5]([C:11]#[N:12])=[CH:4][N:3]=1)[CH3:16])=[CH:26]2. The yield is 0.168. (3) The reactants are [C:1]([N:5]1[CH2:13][C:12]2[C:7](=[CH:8][CH:9]=[C:10]([N+:14]([O-])=O)[CH:11]=2)[CH2:6]1)([CH3:4])([CH3:3])[CH3:2]. The catalyst is CO.[Pd]. The product is [C:1]([N:5]1[CH2:13][C:12]2[C:7](=[CH:8][CH:9]=[C:10]([NH2:14])[CH:11]=2)[CH2:6]1)([CH3:4])([CH3:2])[CH3:3]. The yield is 0.940. (4) The reactants are C[O:2][C:3](=O)[C:4]1[CH:9]=[C:8]([C:10]2[CH:19]=[CH:18][C:17]3[N:16]([CH3:20])[C:15](=[O:21])[CH2:14][CH2:13][C:12]=3[N:11]=2)[CH:7]=[N:6][CH:5]=1.[BH4-].[Na+]. The catalyst is CO. The product is [OH:2][CH2:3][C:4]1[CH:9]=[C:8]([C:10]2[N:11]=[C:12]3[C:17](=[CH:18][CH:19]=2)[N:16]([CH3:20])[C:15](=[O:21])[CH2:14][CH2:13]3)[CH:7]=[N:6][CH:5]=1. The yield is 0.776. (5) The reactants are [H-].[H-].[H-].[H-].[Li+].[Al+3].C(OC(C1NC2C(C=1)=C([N+]([O-])=O)C=CC=2)=O)C.C(O[C:27]([C:29]1[NH:30][C:31]2[C:36]([CH:37]=1)=[CH:35][CH:34]=[C:33]([N+:38]([O-])=O)[CH:32]=2)=O)C.[OH-].[Na+]. The catalyst is C1COCC1.O. The product is [CH3:27][C:29]1[NH:30][C:31]2[C:36]([CH:37]=1)=[CH:35][CH:34]=[C:33]([NH2:38])[CH:32]=2. The yield is 0.0800. (6) The reactants are Br[C:2]1[S:6][C:5]([C:7]2[N:11]=[CH:10][N:9]([CH:12]3[CH2:17][CH2:16][CH2:15][CH2:14][O:13]3)[N:8]=2)=[C:4]([CH:18]([C:20]2[CH:25]=[CH:24][C:23]([Cl:26])=[CH:22][CH:21]=2)[OH:19])[CH:3]=1.O1CCCC1.C([Mg]Cl)(C)C.C(O[B:41]1[O:45][C:44]([CH3:47])([CH3:46])[C:43]([CH3:49])([CH3:48])[O:42]1)(C)C. No catalyst specified. The product is [Cl:26][C:23]1[CH:24]=[CH:25][C:20]([CH:18]([C:4]2[CH:3]=[C:2]([B:41]3[O:45][C:44]([CH3:47])([CH3:46])[C:43]([CH3:49])([CH3:48])[O:42]3)[S:6][C:5]=2[C:7]2[N:11]=[CH:10][N:9]([CH:12]3[CH2:17][CH2:16][CH2:15][CH2:14][O:13]3)[N:8]=2)[OH:19])=[CH:21][CH:22]=1. The yield is 0.650.